This data is from Reaction yield outcomes from USPTO patents with 853,638 reactions. The task is: Predict the reaction yield, written as a fraction of the theoretical maximum amount of product (1.0 means a 100% yield; for example, 0.34 means a 34% yield). (1) The reactants are [CH3:1][C:2]1[O:6][N:5]=[C:4]([C:7]2[CH:12]=[CH:11][CH:10]=[CH:9][CH:8]=2)[C:3]=1[CH2:13][O:14][C:15]1[CH:23]=[CH:22][C:18]([C:19]([OH:21])=O)=[CH:17][N:16]=1.[CH:24]1([NH2:27])[CH2:26][CH2:25]1. No catalyst specified. The product is [CH:24]1([NH:27][C:19](=[O:21])[C:18]2[CH:22]=[CH:23][C:15]([O:14][CH2:13][C:3]3[C:4]([C:7]4[CH:8]=[CH:9][CH:10]=[CH:11][CH:12]=4)=[N:5][O:6][C:2]=3[CH3:1])=[N:16][CH:17]=2)[CH2:26][CH2:25]1. The yield is 0.680. (2) The catalyst is CN(C=O)C.C1C=CC([P]([Pd]([P](C2C=CC=CC=2)(C2C=CC=CC=2)C2C=CC=CC=2)([P](C2C=CC=CC=2)(C2C=CC=CC=2)C2C=CC=CC=2)[P](C2C=CC=CC=2)(C2C=CC=CC=2)C2C=CC=CC=2)(C2C=CC=CC=2)C2C=CC=CC=2)=CC=1.[Cu]I. The product is [F:21][C:22]1[CH:27]=[CH:26][C:25]([F:28])=[CH:24][C:23]=1[N:29]1[CH:33]=[C:32]([C:2]2[N:3]=[C:4]3[C:10]([CH:11]=[O:12])=[CH:9][N:8]([CH2:13][O:14][CH2:15][CH2:16][Si:17]([CH3:20])([CH3:19])[CH3:18])[C:5]3=[N:6][CH:7]=2)[N:31]=[CH:30]1. The reactants are Br[C:2]1[N:3]=[C:4]2[C:10]([CH:11]=[O:12])=[CH:9][N:8]([CH2:13][O:14][CH2:15][CH2:16][Si:17]([CH3:20])([CH3:19])[CH3:18])[C:5]2=[N:6][CH:7]=1.[F:21][C:22]1[CH:27]=[CH:26][C:25]([F:28])=[CH:24][C:23]=1[N:29]1[CH:33]=[C:32]([Sn](CCCC)(CCCC)CCCC)[N:31]=[CH:30]1. The yield is 0.620. (3) The reactants are Cl.Cl.[N:3]1([CH2:8][CH2:9][N:10]2[CH2:15][CH2:14][NH:13][CH2:12][C:11]2=[O:16])[CH2:7][CH2:6][CH2:5][CH2:4]1.[Cl:17][C:18]1[CH:19]=[C:20]([N:25]=[C:26]=[O:27])[CH:21]=[CH:22][C:23]=1[Cl:24]. No catalyst specified. The product is [Cl:17][C:18]1[CH:19]=[C:20]([NH:25][C:26]([N:13]2[CH2:14][CH2:15][N:10]([CH2:9][CH2:8][N:3]3[CH2:7][CH2:6][CH2:5][CH2:4]3)[C:11](=[O:16])[CH2:12]2)=[O:27])[CH:21]=[CH:22][C:23]=1[Cl:24]. The yield is 0.720. (4) The reactants are [CH3:1][C@@H:2]1[NH:7][CH2:6][CH2:5][N:4]([C:8]([O:10][C:11]([CH3:14])([CH3:13])[CH3:12])=[O:9])[CH2:3]1.Br[C:16]1[CH:17]=[CH:18][C:19]([N+:22]([O-:24])=[O:23])=[N:20][CH:21]=1. No catalyst specified. The product is [CH3:1][C@@H:2]1[N:7]([C:16]2[CH:21]=[N:20][C:19]([N+:22]([O-:24])=[O:23])=[CH:18][CH:17]=2)[CH2:6][CH2:5][N:4]([C:8]([O:10][C:11]([CH3:13])([CH3:12])[CH3:14])=[O:9])[CH2:3]1. The yield is 0.500. (5) The reactants are [Si]([O:8][CH2:9][CH2:10][CH2:11][CH2:12][CH:13]([OH:33])[CH:14]([S:23]([C:26]1[CH:31]=[CH:30][C:29]([Cl:32])=[CH:28][CH:27]=1)(=[O:25])=[O:24])[C:15]1[CH:20]=[C:19]([F:21])[CH:18]=[CH:17][C:16]=1[F:22])(C(C)(C)C)(C)C.N1C=CC=CC=1.F.C(OCC)(=O)C.CCCCCC. The catalyst is O1CCCC1.C(OCC)(=O)C. The product is [Cl:32][C:29]1[CH:28]=[CH:27][C:26]([S:23]([CH:14]([C:15]2[CH:20]=[C:19]([F:21])[CH:18]=[CH:17][C:16]=2[F:22])[CH:13]([OH:33])[CH2:12][CH2:11][CH2:10][CH2:9][OH:8])(=[O:25])=[O:24])=[CH:31][CH:30]=1. The yield is 0.510. (6) The yield is 0.700. The catalyst is C(Cl)Cl.C1(C)C=CC=CC=1. The product is [Cl:62][C:45]1[CH:44]=[C:43]([NH:42][C:25]2[N:26]=[CH:27][C:22]3[C:21](=[O:32])[N:20]([C:14]4[C:13]([Cl:12])=[CH:18][CH:17]=[CH:16][C:15]=4[Cl:19])[CH:31]=[CH:30][C:23]=3[N:24]=2)[CH:48]=[CH:47][C:46]=1[N:49]1[CH2:54][CH2:53][N:52]([C:55]([O:57][C:58]([CH3:61])([CH3:60])[CH3:59])=[O:56])[CH2:51][CH2:50]1. The reactants are C1C=C(Cl)C=C(C(OO)=O)C=1.[Cl:12][C:13]1[CH:18]=[CH:17][CH:16]=[C:15]([Cl:19])[C:14]=1[N:20]1[CH:31]=[CH:30][C:23]2[N:24]=[C:25](SC)[N:26]=[CH:27][C:22]=2[C:21]1=[O:32].CCN(C(C)C)C(C)C.[NH2:42][C:43]1[CH:48]=[CH:47][C:46]([N:49]2[CH2:54][CH2:53][N:52]([C:55]([O:57][C:58]([CH3:61])([CH3:60])[CH3:59])=[O:56])[CH2:51][CH2:50]2)=[C:45]([Cl:62])[CH:44]=1. (7) The reactants are [CH3:1][O:2][C:3]1[CH:4]=[C:5]([NH:13][C:14]2[CH:19]=[N:18][CH:17]=[C:16](Cl)[N:15]=2)[CH:6]=[C:7]([O:11][CH3:12])[C:8]=1[O:9][CH3:10].B1([C:30]2[CH:35]=[CH:34][C:33]([OH:36])=[CH:32][CH:31]=2)OC(C)(C)C(C)(C)O1. No catalyst specified. The product is [CH3:1][O:2][C:3]1[CH:4]=[C:5]([NH:13][C:14]2[CH:19]=[N:18][CH:17]=[C:16]([C:30]3[CH:35]=[CH:34][C:33]([OH:36])=[CH:32][CH:31]=3)[N:15]=2)[CH:6]=[C:7]([O:11][CH3:12])[C:8]=1[O:9][CH3:10]. The yield is 0.597. (8) The reactants are C([NH:5][S:6]([C:9]1[CH:14]=[CH:13][C:12]([N:15]2[C:19]([C:20]3[CH:25]=[CH:24][C:23]([O:26][CH3:27])=[C:22]([F:28])[CH:21]=3)=[C:18]([Cl:29])[N:17]=[CH:16]2)=[CH:11][CH:10]=1)(=[O:8])=[O:7])(C)(C)C.Cl.[OH-].[Na+]. The catalyst is O. The product is [Cl:29][C:18]1[N:17]=[CH:16][N:15]([C:12]2[CH:11]=[CH:10][C:9]([S:6]([NH2:5])(=[O:7])=[O:8])=[CH:14][CH:13]=2)[C:19]=1[C:20]1[CH:25]=[CH:24][C:23]([O:26][CH3:27])=[C:22]([F:28])[CH:21]=1. The yield is 0.970. (9) The reactants are [C:1]([O:5][C:6]([N:8]1[CH2:13][CH2:12][CH:11]([N:14]2[C:22]3[C:17](=[CH:18][CH:19]=[CH:20][CH:21]=3)[CH:16]=[CH:15]2)[CH:10]([CH2:23][OH:24])[CH2:9]1)=[O:7])([CH3:4])([CH3:3])[CH3:2].N1C=CN=C1.[Si:30](Cl)([C:33]([CH3:36])([CH3:35])[CH3:34])([CH3:32])[CH3:31]. The catalyst is ClCCl. The product is [C:1]([O:5][C:6]([N:8]1[CH2:13][CH2:12][CH:11]([N:14]2[C:22]3[C:17](=[CH:18][CH:19]=[CH:20][CH:21]=3)[CH:16]=[CH:15]2)[CH:10]([CH2:23][O:24][Si:30]([C:33]([CH3:36])([CH3:35])[CH3:34])([CH3:32])[CH3:31])[CH2:9]1)=[O:7])([CH3:4])([CH3:3])[CH3:2]. The yield is 1.00.